From a dataset of Full USPTO retrosynthesis dataset with 1.9M reactions from patents (1976-2016). Predict the reactants needed to synthesize the given product. (1) Given the product [C:8]1([CH2:14][O:15][C:16]([NH:18][CH2:19][CH2:20][C:2]2[S:3][C:4]([CH2:20][CH2:19][NH:18][C:16]([O:15][CH2:34][C:38]3[CH:36]=[CH:37][CH:21]=[CH:40][CH:39]=3)=[O:41])=[CH:5][CH:6]=2)=[O:17])[CH:13]=[CH:12][CH:11]=[CH:10][CH:9]=1, predict the reactants needed to synthesize it. The reactants are: Br[C:2]1[S:3][C:4](Br)=[CH:5][CH:6]=1.[C:8]1([CH2:14][O:15][C:16]([NH:18][CH:19]=[CH2:20])=[O:17])[CH:13]=[CH:12][CH:11]=[CH:10][CH:9]=1.[CH:21]12[CH2:40][CH2:39][CH2:38][CH:34](C[CH2:36][CH2:37]1)B12[H]B2([CH:34]3C[CH2:36][CH2:37][CH:21]2[CH2:40][CH2:39][CH2:38]3)[H]1.[OH-:41].[Na+]. (2) The reactants are: [F:1][C:2]1([F:31])[CH2:30][C:6]2[S:7][C:8]([NH:19][C:20]([C:22]3[CH2:26][CH2:25][CH2:24][C:23]=3[C:27]([OH:29])=[O:28])=[O:21])=[C:9]([C:10]3[O:14][N:13]=[C:12]([C:15]([F:18])([F:17])[F:16])[N:11]=3)[C:5]=2[CH2:4][CH2:3]1.[C:32]12C(=O)OC(=O)C=1CCCC2. Given the product [F:31][C:2]1([F:1])[CH2:30][C:6]2[S:7][C:8]([NH:19][C:20]([C:22]3[CH2:26][CH2:32][CH2:25][CH2:24][C:23]=3[C:27]([OH:29])=[O:28])=[O:21])=[C:9]([C:10]3[O:14][N:13]=[C:12]([C:15]([F:17])([F:18])[F:16])[N:11]=3)[C:5]=2[CH2:4][CH2:3]1, predict the reactants needed to synthesize it. (3) Given the product [Cl:16][CH2:17][CH2:18][CH2:19][C:20]([O:1][CH:2]1[CH:6]2[O:7][C:8](=[O:15])[CH:9]3[CH:10]([C:11]([O:13][CH3:14])=[O:12])[CH:3]1[CH2:4][CH:5]23)=[O:21], predict the reactants needed to synthesize it. The reactants are: [OH:1][CH:2]1[CH:6]2[O:7][C:8](=[O:15])[CH:9]3[CH:10]([C:11]([O:13][CH3:14])=[O:12])[CH:3]1[CH2:4][CH:5]23.[Cl:16][CH2:17][CH2:18][CH2:19][C:20](Cl)=[O:21].N1C=CC=CC=1.C(=O)([O-])O.[Na+].